This data is from Reaction yield outcomes from USPTO patents with 853,638 reactions. The task is: Predict the reaction yield, written as a fraction of the theoretical maximum amount of product (1.0 means a 100% yield; for example, 0.34 means a 34% yield). (1) The catalyst is C(O)C. The product is [CH3:10][O:9][C:8]1[CH:7]=[CH:6][C:5]([O:11][CH2:14][C:13]#[CH:12])=[CH:4][C:3]=1[O:2][CH3:1]. The yield is 0.330. The reactants are [CH3:1][O:2][C:3]1[CH:4]=[C:5]([OH:11])[CH:6]=[CH:7][C:8]=1[O:9][CH3:10].[CH2:12](Cl)[C:13]#[CH:14].C(=O)([O-])[O-].[K+].[K+]. (2) The reactants are FC1C=CC=CC=1C1C=CN(C)N=1.[F:14][C:15]1[CH:20]=[CH:19][CH:18]=[CH:17][C:16]=1[C:21]1[N:25]([CH3:26])[N:24]=[CH:23][CH:22]=1.[Br:27]Br. The catalyst is C(Cl)(Cl)Cl. The product is [Br:27][C:22]1[CH:23]=[N:24][N:25]([CH3:26])[C:21]=1[C:16]1[CH:17]=[CH:18][CH:19]=[CH:20][C:15]=1[F:14]. The yield is 0.280. (3) The reactants are [F:1][C:2]([F:11])([F:10])[C:3]1[CH:4]=[N:5][CH:6]=[CH:7][C:8]=1[OH:9].[ClH:12]. The catalyst is [Pt](=O)=O.CO. The product is [ClH:12].[F:11][C:2]([F:1])([F:10])[CH:3]1[CH:8]([OH:9])[CH2:7][CH2:6][NH:5][CH2:4]1. The yield is 0.950. (4) The reactants are [CH3:1][C:2]1[C:16](=[O:17])[N:15]=[C:14]2[N:4]([C@@H:5]3[O:9][C@H:8]([CH2:10][OH:11])[C@@H:7]([OH:12])[C@@H:6]3[O:13]2)[CH:3]=1.[CH3:18][O:19][CH2:20][CH2:21][O:22]B([O:22][CH2:21][CH2:20][O:19][CH3:18])[O:22][CH2:21][CH2:20][O:19][CH3:18]. The catalyst is COCCO. The product is [CH3:18][O:19][CH2:20][CH2:21][O:22][C@@H:6]1[C@H:7]([OH:12])[C@@H:8]([CH2:10][OH:11])[O:9][C@H:5]1[N:4]1[CH:3]=[C:2]([CH3:1])[C:16](=[O:17])[NH:15][C:14]1=[O:13]. The yield is 0.630. (5) The reactants are [F:1][C:2]1[CH:9]=[CH:8][C:7]([C:10]2[S:14][CH:13]=[N:12][CH:11]=2)=[CH:6][C:3]=1[C:4]#[N:5].C([O-])(=O)C.[K+].[Br:20]Br.[OH-].[Na+]. The catalyst is C(O)(=O)C. The product is [Br:20][C:13]1[S:14][C:10]([C:7]2[CH:8]=[CH:9][C:2]([F:1])=[C:3]([CH:6]=2)[C:4]#[N:5])=[CH:11][N:12]=1. The yield is 0.300. (6) The reactants are [F:1][C:2]1[CH:7]=[CH:6][C:5]([C:8]([CH:10]2[CH2:15][CH2:14][NH:13][CH2:12][CH2:11]2)=[O:9])=[CH:4][CH:3]=1.FC1(F)C2C(=CC=CC=2)N(C2CCNCC2)C1=O.[CH3:34][CH:35]([CH3:48])[CH2:36][CH2:37][NH:38][C:39]([C:41]1[N:42]=[N:43][C:44](Cl)=[CH:45][CH:46]=1)=[O:40]. The catalyst is CN(C=O)C. The product is [CH3:34][CH:35]([CH3:48])[CH2:36][CH2:37][NH:38][C:39]([C:41]1[N:42]=[N:43][C:44]([N:13]2[CH2:14][CH2:15][CH:10]([C:8](=[O:9])[C:5]3[CH:6]=[CH:7][C:2]([F:1])=[CH:3][CH:4]=3)[CH2:11][CH2:12]2)=[CH:45][CH:46]=1)=[O:40]. The yield is 0.360.